This data is from Full USPTO retrosynthesis dataset with 1.9M reactions from patents (1976-2016). The task is: Predict the reactants needed to synthesize the given product. (1) Given the product [C:1]([O:5][C:6]([CH:7]1[CH:23]([C:19]2[CH:20]=[CH:21][CH:22]=[C:17]([Cl:16])[C:18]=2[F:36])[C:24]([C:27]2[CH:32]=[CH:31][C:30]([Cl:33])=[CH:29][C:28]=2[O:34][CH3:35])([C:25]#[N:26])[CH:9]([CH2:10][C:11]([CH3:14])([CH3:13])[CH3:12])[NH:8]1)=[O:15])([CH3:4])([CH3:3])[CH3:2], predict the reactants needed to synthesize it. The reactants are: [C:1]([O:5][C:6](=[O:15])[CH2:7]/[N:8]=[CH:9]/[CH2:10][C:11]([CH3:14])([CH3:13])[CH3:12])([CH3:4])([CH3:3])[CH3:2].[Cl:16][C:17]1[C:18]([F:36])=[C:19](/[CH:23]=[C:24](/[C:27]2[CH:32]=[CH:31][C:30]([Cl:33])=[CH:29][C:28]=2[O:34][CH3:35])\[C:25]#[N:26])[CH:20]=[CH:21][CH:22]=1.C(N(CC)CC)C. (2) Given the product [C:22]([O:21][C:19](=[O:20])[NH:26][CH2:27][CH2:28][NH:29][C:11]1[CH:10]=[C:9]([O:8][CH3:7])[CH:14]=[CH:13][C:12]=1[N+:15]([O-:17])=[O:16])([CH3:25])([CH3:23])[CH3:24], predict the reactants needed to synthesize it. The reactants are: C([O-])([O-])=O.[K+].[K+].[CH3:7][O:8][C:9]1[CH:14]=[CH:13][C:12]([N+:15]([O-:17])=[O:16])=[C:11](F)[CH:10]=1.[C:19]([NH:26][CH2:27][CH2:28][NH2:29])([O:21][C:22]([CH3:25])([CH3:24])[CH3:23])=[O:20]. (3) Given the product [CH3:15][O:11][C:10](=[O:12])[CH2:9][CH2:8][C:4]1[CH:5]=[N:6][CH:7]=[C:2]([Br:1])[CH:3]=1, predict the reactants needed to synthesize it. The reactants are: [Br:1][C:2]1[CH:3]=[C:4]([CH:8]=[CH:9][C:10]([O-:12])=[O:11])[CH:5]=[N:6][CH:7]=1.[BH4-].[Na+].[C:15](OCC)(=O)C. (4) Given the product [N:17]1[CH:18]=[CH:19][CH:20]=[CH:21][C:16]=1[C:4]#[C:3][CH2:2][CH2:1][N:5]1[C:13](=[O:14])[N:8]2[CH:9]=[CH:10][CH:11]=[CH:12][C:7]2=[N:6]1, predict the reactants needed to synthesize it. The reactants are: [CH2:1]([N:5]1[C:13](=[O:14])[N:8]2[CH:9]=[CH:10][CH:11]=[CH:12][C:7]2=[N:6]1)[CH2:2][C:3]#[CH:4].Br[C:16]1[CH:21]=[CH:20][CH:19]=[CH:18][N:17]=1.